Dataset: HIV replication inhibition screening data with 41,000+ compounds from the AIDS Antiviral Screen. Task: Binary Classification. Given a drug SMILES string, predict its activity (active/inactive) in a high-throughput screening assay against a specified biological target. (1) The molecule is COc1ccc(C(c2c(O)c3ccccc3oc2=O)c2c(O)c3ccccc3oc2=O)cc1. The result is 0 (inactive). (2) The drug is COC(=O)c1c(C(=O)OC)c(-c2ccccc2)n(-c2ccccc2)c(=O)c1-c1ccccc1. The result is 0 (inactive). (3) The molecule is CC(C)(C)C1CCC2(CC1)CO2. The result is 0 (inactive). (4) The drug is Brc1cccc(C2ON=C(c3ccccc3)N2C23CC4CC(CC(C4)C2)C3)c1. The result is 0 (inactive). (5) The drug is O=C1NNC2NC(=O)C3(NN2C1=O)c1ccccc1-c1ccccc13. The result is 0 (inactive). (6) The molecule is O=C(n1c(=O)n(-c2ccc([N+](=O)[O-])cc2)c(=O)n1C(=O)C(Cl)(Cl)Cl)C(Cl)(Cl)Cl. The result is 0 (inactive). (7) The drug is COc1ccc(N=Nc2c(-c3ccccc3)nn(C(=O)CC(=O)Nc3cccc(Cl)c3)c2-c2ccccc2)cc1. The result is 0 (inactive).